This data is from Full USPTO retrosynthesis dataset with 1.9M reactions from patents (1976-2016). The task is: Predict the reactants needed to synthesize the given product. The reactants are: [OH:1][C:2]1[CH:3]=[C:4]2[C:9](=[CH:10][CH:11]=1)[NH:8][C:7](=[O:12])[CH2:6][CH2:5]2.C([O-])([O-])=O.[K+].[K+].[CH2:19](Br)[CH:20]=[CH2:21]. Given the product [CH2:21]([O:1][C:2]1[CH:3]=[C:4]2[C:9](=[CH:10][CH:11]=1)[NH:8][C:7](=[O:12])[CH2:6][CH2:5]2)[CH:20]=[CH2:19], predict the reactants needed to synthesize it.